This data is from Full USPTO retrosynthesis dataset with 1.9M reactions from patents (1976-2016). The task is: Predict the reactants needed to synthesize the given product. Given the product [F:1][C@H:2]1[C@@H:7]([O:8][C:9]2[CH:16]=[CH:15][C:14]([C:17]3[N:22]=[C:21]([NH:23][C:24]4[CH:29]=[CH:28][C:27]([N:30]5[CH2:31][CH2:32][N:33]([CH:36]6[CH2:39][O:38][CH2:37]6)[CH2:34][CH2:35]5)=[CH:26][CH:25]=4)[N:20]=[CH:19][N:18]=3)=[CH:13][C:10]=2[C:11]#[N:12])[CH2:6][CH2:5][N:4]([C:53]([C@H:48]2[CH2:49][CH2:50][CH2:51][CH2:52][NH:47]2)=[O:54])[CH2:3]1, predict the reactants needed to synthesize it. The reactants are: [F:1][C@H:2]1[C@@H:7]([O:8][C:9]2[CH:16]=[CH:15][C:14]([C:17]3[N:22]=[C:21]([NH:23][C:24]4[CH:29]=[CH:28][C:27]([N:30]5[CH2:35][CH2:34][N:33]([CH:36]6[CH2:39][O:38][CH2:37]6)[CH2:32][CH2:31]5)=[CH:26][CH:25]=4)[N:20]=[CH:19][N:18]=3)=[CH:13][C:10]=2[C:11]#[N:12])[CH2:6][CH2:5][NH:4][CH2:3]1.C(OC([N:47]1[CH2:52][CH2:51][CH2:50][CH2:49][C@H:48]1[C:53](O)=[O:54])=O)(C)(C)C.CN(C(ON1N=NC2C=CC=NC1=2)=[N+](C)C)C.F[P-](F)(F)(F)(F)F.